Dataset: Full USPTO retrosynthesis dataset with 1.9M reactions from patents (1976-2016). Task: Predict the reactants needed to synthesize the given product. (1) Given the product [C:1]1([S:7]([N:10]2[CH2:14][CH2:13][CH2:12][CH:11]2[CH2:15][CH2:16][C:17]2[CH:22]=[CH:21][C:20]([N:23]3[S:27](=[O:29])(=[O:28])[NH:26][C:25](=[O:30])[CH2:24]3)=[C:19]([OH:31])[CH:18]=2)(=[O:9])=[O:8])[CH:2]=[CH:3][CH:4]=[CH:5][CH:6]=1, predict the reactants needed to synthesize it. The reactants are: [C:1]1([S:7]([N:10]2[CH2:14][CH2:13][CH2:12][CH:11]2/[CH:15]=[CH:16]/[C:17]2[CH:22]=[CH:21][C:20]([N:23]3[S:27](=[O:29])(=[O:28])[NH:26][C:25](=[O:30])[CH2:24]3)=[C:19]([O:31]CC3C=CC=CC=3)[CH:18]=2)(=[O:9])=[O:8])[CH:6]=[CH:5][CH:4]=[CH:3][CH:2]=1. (2) Given the product [F:1][C:2]1[CH:3]=[C:4]2[C:12](=[C:13]([S:15]([CH3:18])(=[O:16])=[O:17])[CH:14]=1)[N:11]([C@H:19]([C:21]1[CH:26]=[CH:25][C:24]([C:27]([F:30])([F:28])[F:29])=[CH:23][CH:22]=1)[CH3:20])[C:10]1[C@@H:9]([CH2:31][C:32]([OH:34])=[O:33])[CH2:8][CH2:7][CH2:6][C:5]2=1, predict the reactants needed to synthesize it. The reactants are: [F:1][C:2]1[CH:3]=[C:4]2[C:12](=[C:13]([S:15]([CH3:18])(=[O:17])=[O:16])[CH:14]=1)[N:11]([C@H:19]([C:21]1[CH:26]=[CH:25][C:24]([C:27]([F:30])([F:29])[F:28])=[CH:23][CH:22]=1)[CH3:20])[C:10]1[C@@H:9]([CH2:31][C:32]([O:34]C)=[O:33])[CH2:8][CH2:7][CH2:6][C:5]2=1.C1COCC1.CO.[Li+].[OH-]. (3) Given the product [Cl:30][C:27]1[CH:26]=[CH:25][C:24]([N:16]2[C:15]([NH:5][C:32]3[CH:33]=[N:34][CH:35]=[CH:36][CH:37]=3)=[C:23]3[C:18]([CH:19]=[CH:20][CH:21]=[CH:22]3)=[N:17]2)=[CH:29][CH:28]=1, predict the reactants needed to synthesize it. The reactants are: C([N:5]([C:15]1[N:16]([C:24]2[CH:29]=[CH:28][C:27]([Cl:30])=[CH:26][CH:25]=2)[N:17]=[C:18]2[C:23]=1[CH:22]=[CH:21][CH:20]=[CH:19]2)C(NC1CCCCC1)=O)CCC.N=[C:32]1[CH:37]=[CH:36][CH:35]=[N:34][CH2:33]1.